Predict which catalyst facilitates the given reaction. From a dataset of Catalyst prediction with 721,799 reactions and 888 catalyst types from USPTO. (1) Reactant: [C:1]([N:8]1[CH2:13][CH2:12][CH:11]([C:14]#[N:15])[CH2:10][CH2:9]1)([O:3][C:4]([CH3:7])([CH3:6])[CH3:5])=[O:2].C(N(CC)CC)C.Cl.[OH:24][NH2:25]. Product: [OH:24]/[N:25]=[C:14](/[CH:11]1[CH2:12][CH2:13][N:8]([C:1]([O:3][C:4]([CH3:7])([CH3:6])[CH3:5])=[O:2])[CH2:9][CH2:10]1)\[NH2:15]. The catalyst class is: 8. (2) Reactant: [CH3:1][O:2][C:3]1[CH:4]=[C:5]([C:13]2[CH:18]=[C:17]([CH2:19][N:20]3[CH2:25][CH2:24][NH:23][CH2:22][CH2:21]3)[CH:16]=[CH:15][N:14]=2)[CH:6]=[C:7]([O:11][CH3:12])[C:8]=1[O:9][CH3:10].CS(O[CH2:31][CH2:32][CH2:33][C:34]1[CH:39]=[C:38]([O:40][CH3:41])[C:37]([O:42][CH3:43])=[C:36]([O:44][CH3:45])[CH:35]=1)(=O)=[O:28].[I-].[K+].[C:48](=[O:51])([O-:50])[O-].[K+].[K+]. Product: [C:8]([OH:9])(=[O:28])/[CH:7]=[CH:6]\[C:48]([OH:50])=[O:51].[C:38]([OH:40])(=[O:2])/[CH:39]=[CH:34]\[C:48]([OH:50])=[O:51].[CH3:45][O:44][C:36]1[CH:35]=[C:34]([CH2:33][CH2:32][CH2:31][N:23]2[CH2:24][CH2:25][N:20]([CH2:19][C:17]3[CH:16]=[CH:15][N:14]=[C:13]([C:5]4[CH:6]=[C:7]([O:11][CH3:12])[C:8]([O:9][CH3:10])=[C:3]([O:2][CH3:1])[CH:4]=4)[CH:18]=3)[CH2:21][CH2:22]2)[CH:39]=[C:38]([O:40][CH3:41])[C:37]=1[O:42][CH3:43]. The catalyst class is: 47. (3) Reactant: [CH2:1]([O:9][C:10]1[CH:15]=[CH:14][C:13]([CH:16]2[CH2:21][CH2:20][CH2:19][N:18]([CH2:22][CH2:23][C:24]([O:26]CC)=[O:25])[CH2:17]2)=[CH:12][CH:11]=1)[CH2:2][CH2:3][CH2:4][CH2:5][CH2:6][CH2:7][CH3:8].O[Li].O.Cl. Product: [CH2:1]([O:9][C:10]1[CH:11]=[CH:12][C:13]([CH:16]2[CH2:21][CH2:20][CH2:19][N:18]([CH2:22][CH2:23][C:24]([OH:26])=[O:25])[CH2:17]2)=[CH:14][CH:15]=1)[CH2:2][CH2:3][CH2:4][CH2:5][CH2:6][CH2:7][CH3:8]. The catalyst class is: 20. (4) Reactant: CO[C:3]([C:5]1[C:6]([OH:32])=[C:7]2[C:12](=[CH:13][N:14]=1)[N:11]([CH2:15][C:16]1[CH:21]=[CH:20][CH:19]=[CH:18][CH:17]=1)[C:10](=[O:22])[C:9]([C:23]1[CH:24]=[N:25][C:26]([N:29]([CH3:31])[CH3:30])=[N:27][CH:28]=1)=[CH:8]2)=[O:4].[OH-].[Na+].C1C=CC2N(O)N=NC=2C=1.C(Cl)CCl.Cl.[CH3:50][O:51][C:52](=[O:56])[CH2:53][CH2:54][NH2:55].CCN(C(C)C)C(C)C. Product: [CH3:50][O:51][C:52](=[O:56])[CH2:53][CH2:54][NH:55][C:3]([C:5]1[C:6]([OH:32])=[C:7]2[C:12](=[CH:13][N:14]=1)[N:11]([CH2:15][C:16]1[CH:21]=[CH:20][CH:19]=[CH:18][CH:17]=1)[C:10](=[O:22])[C:9]([C:23]1[CH:28]=[N:27][C:26]([N:29]([CH3:31])[CH3:30])=[N:25][CH:24]=1)=[CH:8]2)=[O:4]. The catalyst class is: 92. (5) Reactant: CN(C(ON1N=NC2C=CC=CC1=2)=[N+](C)C)C.[B-](F)(F)(F)F.[CH3:23][C:24]1([C:30](O)=[O:31])[CH2:29][CH2:28][CH2:27][CH2:26][CH2:25]1.[NH2:33][CH2:34][C:35]1[CH:36]=[CH:37][C:38]([CH3:44])=[C:39]([CH:43]=1)[C:40]([OH:42])=[O:41]. Product: [CH3:44][C:38]1[CH:37]=[CH:36][C:35]([CH2:34][NH:33][C:30]([C:24]2([CH3:23])[CH2:29][CH2:28][CH2:27][CH2:26][CH2:25]2)=[O:31])=[CH:43][C:39]=1[C:40]([OH:42])=[O:41]. The catalyst class is: 3. (6) Reactant: [CH3:1][CH:2]([OH:6])[C:3]#[C:4][CH3:5].CC(C)([O-])C.[K+].Cl[C:14]1[N:15]=[CH:16][C:17]([C:20]([OH:22])=[O:21])=[N:18][CH:19]=1.Cl. Product: [CH3:1][CH:2]([O:6][C:14]1[N:15]=[CH:16][C:17]([C:20]([OH:22])=[O:21])=[N:18][CH:19]=1)[C:3]#[C:4][CH3:5]. The catalyst class is: 136. (7) Reactant: Cl[C:2]1[CH:3]=[CH:4][C:5]2[N:6]([C:8]([C:18]3[CH:23]=[CH:22][N:21]=[C:20]([NH2:24])[CH:19]=3)=[C:9]([C:11]3[CH:16]=[CH:15][C:14]([Cl:17])=[CH:13][CH:12]=3)[N:10]=2)[N:7]=1.[CH2:25]1[CH:29]2[CH2:30][NH:31][CH2:32][CH:28]2[CH2:27][N:26]1[C:33]([O:35][C:36]([CH3:39])([CH3:38])[CH3:37])=[O:34]. Product: [NH2:24][C:20]1[CH:19]=[C:18]([C:8]2[N:6]3[N:7]=[C:2]([N:31]4[CH2:30][CH:29]5[CH2:25][N:26]([C:33]([O:35][C:36]([CH3:39])([CH3:38])[CH3:37])=[O:34])[CH2:27][CH:28]5[CH2:32]4)[CH:3]=[CH:4][C:5]3=[N:10][C:9]=2[C:11]2[CH:16]=[CH:15][C:14]([Cl:17])=[CH:13][CH:12]=2)[CH:23]=[CH:22][N:21]=1. The catalyst class is: 709. (8) Reactant: NC[C:3]1[C:8]([CH2:9][CH3:10])=[N:7][C:6]2[N:11]([CH2:14][CH3:15])[N:12]=[CH:13][C:5]=2[C:4]=1[NH:16][CH:17]1[CH2:22][CH2:21][O:20][CH2:19][CH2:18]1.[CH2:23]([N:25](CC)CC)C.[Br:30][CH2:31][CH2:32][CH2:33][CH2:34][O:35][CH2:36][CH2:37][CH2:38][CH2:39][C:40]1[CH:48]=[CH:47][C:43]([C:44](Cl)=[O:45])=[CH:42][CH:41]=1.O. Product: [Br:30][CH2:31][CH2:32][CH2:33][CH2:34][O:35][CH2:36][CH2:37][CH2:38][CH2:39][C:40]1[CH:48]=[CH:47][C:43]([C:44]([NH:25][CH2:23][C:8]2([CH2:9][CH3:10])[N:7]=[C:6]3[N:11]([CH2:14][CH3:15])[NH:12][CH:13]=[C:5]3[C:4]([NH:16][CH:17]3[CH2:18][CH2:19][O:20][CH2:21][CH2:22]3)=[CH:3]2)=[O:45])=[CH:42][CH:41]=1. The catalyst class is: 4. (9) Reactant: Br[C:2]1[C:8]([C:9]([F:12])([F:11])[F:10])=[CH:7][C:5]([NH2:6])=[CH:4][C:3]=1[Cl:13].C(=O)([O-])[O-].[Na+].[Na+].CC1(C)C(C)(C)OB([C:28]2[CH:33]=[CH:32][C:31]([S:34]([CH:37]3[CH2:42][CH2:41][N:40]([C:43]([O:45][C:46]([CH3:49])([CH3:48])[CH3:47])=[O:44])[CH2:39][CH2:38]3)(=[O:36])=[O:35])=[CH:30][CH:29]=2)O1.O. Product: [NH2:6][C:5]1[CH:7]=[C:8]([C:9]([F:12])([F:11])[F:10])[C:2]([C:28]2[CH:33]=[CH:32][C:31]([S:34]([CH:37]3[CH2:38][CH2:39][N:40]([C:43]([O:45][C:46]([CH3:49])([CH3:48])[CH3:47])=[O:44])[CH2:41][CH2:42]3)(=[O:36])=[O:35])=[CH:30][CH:29]=2)=[C:3]([Cl:13])[CH:4]=1. The catalyst class is: 564. (10) Reactant: [NH2:1][C:2]1[CH:3]=[C:4]([C:8]2[N:9]=[C:10]([NH:17][C:18]3[CH:26]=[CH:25][C:21]4[N:22]=[CH:23][NH:24][C:20]=4[CH:19]=3)[C:11]3[N:12]([CH:14]=[CH:15][N:16]=3)[CH:13]=2)[CH:5]=[CH:6][CH:7]=1.C(N(CC)CC)C.[C:34]([C:38]1[CH:46]=[CH:45][C:41]([C:42](Cl)=[O:43])=[CH:40][CH:39]=1)([CH3:37])([CH3:36])[CH3:35]. Product: [N:22]1[C:21]2[CH:25]=[CH:26][C:18]([NH:17][C:10]3[C:11]4[N:12]([CH:14]=[CH:15][N:16]=4)[CH:13]=[C:8]([C:4]4[CH:3]=[C:2]([NH:1][C:42](=[O:43])[C:41]5[CH:45]=[CH:46][C:38]([C:34]([CH3:36])([CH3:35])[CH3:37])=[CH:39][CH:40]=5)[CH:7]=[CH:6][CH:5]=4)[N:9]=3)=[CH:19][C:20]=2[NH:24][CH:23]=1. The catalyst class is: 1.